From a dataset of Reaction yield outcomes from USPTO patents with 853,638 reactions. Predict the reaction yield, written as a fraction of the theoretical maximum amount of product (1.0 means a 100% yield; for example, 0.34 means a 34% yield). The reactants are [Br:1][C:2]1[C:3]([C:9]([OH:11])=[O:10])=[N:4][C:5]([CH3:8])=[CH:6][CH:7]=1.S(Cl)(Cl)=O.[CH3:16]O. No catalyst specified. The product is [Br:1][C:2]1[C:3]([C:9]([O:11][CH3:16])=[O:10])=[N:4][C:5]([CH3:8])=[CH:6][CH:7]=1. The yield is 0.400.